Dataset: Peptide-MHC class II binding affinity with 134,281 pairs from IEDB. Task: Regression. Given a peptide amino acid sequence and an MHC pseudo amino acid sequence, predict their binding affinity value. This is MHC class II binding data. (1) The peptide sequence is KVFLTQMNARGVKVK. The MHC is HLA-DQA10301-DQB10302 with pseudo-sequence HLA-DQA10301-DQB10302. The binding affinity (normalized) is 0. (2) The peptide sequence is GPRSLTTLLRALGAQ. The MHC is DRB1_0401 with pseudo-sequence DRB1_0401. The binding affinity (normalized) is 0.272. (3) The peptide sequence is DDEVLIEVNPPFGDS. The MHC is HLA-DQA10501-DQB10402 with pseudo-sequence HLA-DQA10501-DQB10402. The binding affinity (normalized) is 0. (4) The peptide sequence is VRFSWLSLLVPFVQW. The MHC is HLA-DQA10401-DQB10402 with pseudo-sequence HLA-DQA10401-DQB10402. The binding affinity (normalized) is 0.572.